From a dataset of Forward reaction prediction with 1.9M reactions from USPTO patents (1976-2016). Predict the product of the given reaction. (1) Given the reactants [F:1][C:2]([F:11])([F:10])[CH2:3][CH2:4][CH:5]([C:8]#[N:9])[C:6]#[N:7].C(=O)([O-])[O-].[K+].[K+].Cl[CH2:19][C:20]1[CH:21]=[N:22][CH:23]=[CH:24][CH:25]=1.O, predict the reaction product. The product is: [N:22]1[CH:23]=[CH:24][CH:25]=[C:20]([CH2:19][C:5]([CH2:4][CH2:3][C:2]([F:10])([F:11])[F:1])([C:8]#[N:9])[C:6]#[N:7])[CH:21]=1. (2) Given the reactants [Cl-].O[NH3+:3].[C:4](=[O:7])([O-])[OH:5].[Na+].CS(C)=O.[Si]([O:20][CH2:21][C:22]([CH3:58])([CH3:57])[O:23][C:24]1[CH:29]=[CH:28][C:27]([C:30]2[C:35](=[O:36])[N:34]([CH2:37][C:38]3[CH:43]=[CH:42][C:41]([C:44]4[C:45]([C:50]#[N:51])=[CH:46][CH:47]=[CH:48][CH:49]=4)=[CH:40][C:39]=3[F:52])[C:33]([CH2:53][CH2:54][CH3:55])=[N:32][C:31]=2[CH3:56])=[CH:26][CH:25]=1)(C(C)(C)C)(C)C, predict the reaction product. The product is: [F:52][C:39]1[CH:40]=[C:41]([C:44]2[CH:49]=[CH:48][CH:47]=[CH:46][C:45]=2[C:50]2[NH:3][C:4](=[O:7])[O:5][N:51]=2)[CH:42]=[CH:43][C:38]=1[CH2:37][N:34]1[C:35](=[O:36])[C:30]([C:27]2[CH:28]=[CH:29][C:24]([O:23][C:22]([CH3:58])([CH3:57])[CH2:21][OH:20])=[CH:25][CH:26]=2)=[C:31]([CH3:56])[N:32]=[C:33]1[CH2:53][CH2:54][CH3:55]. (3) Given the reactants C[O:2][C:3](=[O:27])[C@@H:4]([N:9]1[CH2:13][C:12]([O:14][C:15]2[CH:20]=[CH:19][CH:18]=[C:17]([CH2:21][C:22]([OH:25])([CH3:24])[CH3:23])[CH:16]=2)=[CH:11][C:10]1=[O:26])[CH2:5][CH:6]([CH3:8])[CH3:7].O.[OH-].[Li+], predict the reaction product. The product is: [OH:25][C:22]([CH3:24])([CH3:23])[CH2:21][C:17]1[CH:16]=[C:15]([CH:20]=[CH:19][CH:18]=1)[O:14][C:12]1[CH2:13][N:9]([C@@H:4]([CH2:5][CH:6]([CH3:8])[CH3:7])[C:3]([OH:27])=[O:2])[C:10](=[O:26])[CH:11]=1. (4) Given the reactants C([O:8][C:9]1[CH:14]=[CH:13][C:12]([C:15]2[O:16][C:17]([CH3:28])=[C:18]([CH2:20][CH2:21][N:22]3[CH2:26][CH2:25][CH2:24][C@H:23]3[CH3:27])[N:19]=2)=[CH:11][CH:10]=1)C1C=CC=CC=1.C([OH:31])C, predict the reaction product. The product is: [OH:8][C:9]1[CH:14]=[CH:13][C:12]([C:15]2[O:16][C:17]([CH3:28])=[C:18]([CH2:20][C:21]([N:22]3[CH2:26][CH2:25][CH2:24][C@H:23]3[CH3:27])=[O:31])[N:19]=2)=[CH:11][CH:10]=1. (5) Given the reactants C(OC(=O)NC1(C(=O)N[C@@H](CC2C=CC(C3C=CC(C(F)(F)F)=CC=3)=CC=2)C(N)=O)CCOCC1)(C)(C)C.[NH2:39][C:40](=O)[C@@H:41]([NH:60][C:61]([C:63]1([NH:69][C:70](=[O:76])[O:71][C:72]([CH3:75])([CH3:74])[CH3:73])[CH2:68][CH2:67][O:66][CH2:65][CH2:64]1)=[O:62])[CH2:42][C:43]1[CH:48]=[CH:47][C:46]([C:49]2[CH:54]=[CH:53][C:52]([S:55]([CH2:58][CH3:59])(=[O:57])=[O:56])=[CH:51][CH:50]=2)=[CH:45][CH:44]=1.CC[N+](S(N=C(OC)[O-])(=O)=O)(CC)CC, predict the reaction product. The product is: [C:40]([C@@H:41]([NH:60][C:61]([C:63]1([NH:69][C:70](=[O:76])[O:71][C:72]([CH3:75])([CH3:74])[CH3:73])[CH2:68][CH2:67][O:66][CH2:65][CH2:64]1)=[O:62])[CH2:42][C:43]1[CH:48]=[CH:47][C:46]([C:49]2[CH:54]=[CH:53][C:52]([S:55]([CH2:58][CH3:59])(=[O:57])=[O:56])=[CH:51][CH:50]=2)=[CH:45][CH:44]=1)#[N:39]. (6) Given the reactants [Cl:1][C:2]1[CH:7]=[CH:6][C:5]([CH:8]([CH2:14][CH3:15])[CH2:9][C:10]([O:12]C)=[O:11])=[CH:4][C:3]=1[NH:16][C:17](=[O:32])[C@H:18]([C:25]1[CH:30]=[CH:29][C:28]([Cl:31])=[CH:27][CH:26]=1)[C@@H:19]([CH3:24])[C:20]([F:23])([F:22])[F:21].S(=O)(=O)(O)O.O, predict the reaction product. The product is: [Cl:1][C:2]1[CH:7]=[CH:6][C:5]([CH:8]([CH2:14][CH3:15])[CH2:9][C:10]([OH:12])=[O:11])=[CH:4][C:3]=1[NH:16][C:17](=[O:32])[C@H:18]([C:25]1[CH:30]=[CH:29][C:28]([Cl:31])=[CH:27][CH:26]=1)[C@@H:19]([CH3:24])[C:20]([F:23])([F:22])[F:21].